Task: Predict the product of the given reaction.. Dataset: Forward reaction prediction with 1.9M reactions from USPTO patents (1976-2016) (1) Given the reactants [NH2:1][C@H:2]([C:5]([OH:7])=[O:6])[CH2:3][SH:4].O.N1C=CC=CC=1.[NH:15]([C:35]([O:37][C:38]([CH3:41])([CH3:40])[CH3:39])=[O:36])[C@H:16]([C:25](ON1C(=O)CCC1=O)=[O:26])[CH2:17][C:18](=[O:24])[O:19][C:20]([CH3:23])([CH3:22])[CH3:21], predict the reaction product. The product is: [NH:15]([C:35]([O:37][C:38]([CH3:41])([CH3:40])[CH3:39])=[O:36])[C@H:16]([C:25]([NH:1][C@H:2]([C:5]([OH:7])=[O:6])[CH2:3][SH:4])=[O:26])[CH2:17][C:18](=[O:24])[O:19][C:20]([CH3:23])([CH3:21])[CH3:22]. (2) Given the reactants Cl[C:2]1[CH:3]=[CH:4][CH:5]=[C:6]2[C:10]=1[C:9](=[O:11])[CH:8]([CH3:12])[CH2:7]2.[CH3:13][C:14]1[CH:19]=[CH:18][CH:17]=[CH:16][C:15]=1B(O)O.C(=O)([O-])[O-].[Na+].[Na+].O, predict the reaction product. The product is: [CH3:12][CH:8]1[CH2:7][C:6]2[C:10](=[C:2]([C:15]3[CH:16]=[CH:17][CH:18]=[CH:19][C:14]=3[CH3:13])[CH:3]=[CH:4][CH:5]=2)[C:9]1=[O:11]. (3) Given the reactants Cl[C:2]1[N:7]=[CH:6][C:5]([S:8]([N:11]2[CH2:20][CH2:19][C:18]3[C@:13]([CH2:31][O:32][CH2:33][CH3:34])([CH2:14][C:15]4[CH:23]=[N:22][N:21]([C:24]5[CH:29]=[CH:28][C:27]([F:30])=[CH:26][CH:25]=5)[C:16]=4[CH:17]=3)[CH2:12]2)(=[O:10])=[O:9])=[CH:4][CH:3]=1.[NH:35]1[CH2:38][CH2:37][CH2:36]1, predict the reaction product. The product is: [N:35]1([C:2]2[N:7]=[CH:6][C:5]([S:8]([N:11]3[CH2:20][CH2:19][C:18]4[C@:13]([CH2:31][O:32][CH2:33][CH3:34])([CH2:14][C:15]5[CH:23]=[N:22][N:21]([C:24]6[CH:29]=[CH:28][C:27]([F:30])=[CH:26][CH:25]=6)[C:16]=5[CH:17]=4)[CH2:12]3)(=[O:10])=[O:9])=[CH:4][CH:3]=2)[CH2:38][CH2:37][CH2:36]1. (4) Given the reactants OC[C@H]1CCC(=O)N1CCC1C=CC(C(OC)=O)=CC=1.[CH3:21][O:22][C:23]([C:25]1[S:29][C:28]([C:30]#[C:31][CH2:32][N:33]2[C:37](=[O:38])[CH2:36][CH2:35][C@@H:34]2[C:39](O)=[O:40])=[CH:27][CH:26]=1)=[O:24].C(N(CC)CC)C.ClCCl, predict the reaction product. The product is: [OH:40][CH2:39][C@H:34]1[CH2:35][CH2:36][C:37](=[O:38])[N:33]1[CH2:32][C:31]#[C:30][C:28]1[S:29][C:25]([C:23]([O:22][CH3:21])=[O:24])=[CH:26][CH:27]=1.